This data is from NCI-60 drug combinations with 297,098 pairs across 59 cell lines. The task is: Regression. Given two drug SMILES strings and cell line genomic features, predict the synergy score measuring deviation from expected non-interaction effect. (1) Drug 1: CC=C1C(=O)NC(C(=O)OC2CC(=O)NC(C(=O)NC(CSSCCC=C2)C(=O)N1)C(C)C)C(C)C. Drug 2: CN1C2=C(C=C(C=C2)N(CCCl)CCCl)N=C1CCCC(=O)O.Cl. Cell line: IGROV1. Synergy scores: CSS=21.2, Synergy_ZIP=0.465, Synergy_Bliss=-0.724, Synergy_Loewe=-50.0, Synergy_HSA=-2.73. (2) Drug 1: CCC1(CC2CC(C3=C(CCN(C2)C1)C4=CC=CC=C4N3)(C5=C(C=C6C(=C5)C78CCN9C7C(C=CC9)(C(C(C8N6C)(C(=O)OC)O)OC(=O)C)CC)OC)C(=O)OC)O.OS(=O)(=O)O. Drug 2: COC1=NC(=NC2=C1N=CN2C3C(C(C(O3)CO)O)O)N. Cell line: A549. Synergy scores: CSS=-4.62, Synergy_ZIP=2.66, Synergy_Bliss=0.663, Synergy_Loewe=-3.41, Synergy_HSA=-4.50. (3) Drug 1: C1=NC2=C(N=C(N=C2N1C3C(C(C(O3)CO)O)O)F)N. Drug 2: CCC1(C2=C(COC1=O)C(=O)N3CC4=CC5=C(C=CC(=C5CN(C)C)O)N=C4C3=C2)O.Cl. Cell line: KM12. Synergy scores: CSS=32.3, Synergy_ZIP=-10.00, Synergy_Bliss=-1.44, Synergy_Loewe=-22.0, Synergy_HSA=0.787. (4) Drug 1: CC1=C2C(C(=O)C3(C(CC4C(C3C(C(C2(C)C)(CC1OC(=O)C(C(C5=CC=CC=C5)NC(=O)OC(C)(C)C)O)O)OC(=O)C6=CC=CC=C6)(CO4)OC(=O)C)O)C)O. Drug 2: CC1=C(C(=CC=C1)Cl)NC(=O)C2=CN=C(S2)NC3=CC(=NC(=N3)C)N4CCN(CC4)CCO. Cell line: EKVX. Synergy scores: CSS=3.46, Synergy_ZIP=-1.93, Synergy_Bliss=1.09, Synergy_Loewe=1.24, Synergy_HSA=1.84.